Dataset: Forward reaction prediction with 1.9M reactions from USPTO patents (1976-2016). Task: Predict the product of the given reaction. (1) Given the reactants [NH:1]1[CH:5]=[CH:4][N:3]=[C:2]1[C:6]1[NH:7][CH:8]=[CH:9][N:10]=1.[H-].[Na+].[Br:13][C:14]1[CH:19]=[CH:18][C:17]([CH2:20]Br)=[CH:16][CH:15]=1.[NH4+].[Cl-], predict the reaction product. The product is: [Br:13][C:14]1[CH:19]=[CH:18][C:17]([CH2:20][N:1]2[CH:5]=[CH:4][N:3]=[C:2]2[C:6]2[N:10]([CH2:20][C:17]3[CH:16]=[CH:15][C:14]([Br:13])=[CH:19][CH:18]=3)[CH:9]=[CH:8][N:7]=2)=[CH:16][CH:15]=1. (2) Given the reactants [C:1]1([C:13]2[CH:18]=[CH:17][CH:16]=[CH:15][CH:14]=2)[CH:6]=[CH:5][CH:4]=[CH:3][C:2]=1[CH:7]([O:11][CH3:12])[C:8](O)=[O:9].C(Cl)(=O)C(Cl)=O.[NH3:25].C(O)(=O)CC(CC(O)=O)(C(O)=O)O, predict the reaction product. The product is: [C:1]1([C:13]2[CH:18]=[CH:17][CH:16]=[CH:15][CH:14]=2)[CH:6]=[CH:5][CH:4]=[CH:3][C:2]=1[CH:7]([O:11][CH3:12])[C:8]([NH2:25])=[O:9]. (3) Given the reactants [Si:1](Cl)([C:4]([CH3:7])([CH3:6])[CH3:5])([CH3:3])[CH3:2].N1C=CN=C1.[OH:14][CH:15]([CH3:26])[CH2:16][O:17][C:18]1[CH:25]=[CH:24][C:21]([CH:22]=[O:23])=[CH:20][CH:19]=1.C(=O)(O)[O-].[Na+], predict the reaction product. The product is: [Si:1]([O:14][CH:15]([CH3:26])[CH2:16][O:17][C:18]1[CH:25]=[CH:24][C:21]([CH:22]=[O:23])=[CH:20][CH:19]=1)([C:4]([CH3:7])([CH3:6])[CH3:5])([CH3:3])[CH3:2]. (4) Given the reactants [CH3:1][C:2]1([CH3:20])[C:6]([CH3:8])([CH3:7])[O:5][B:4]([C:9]2[CH:14]=[CH:13][C:12]([C:15]3([CH2:18][OH:19])[CH2:17][CH2:16]3)=[CH:11][CH:10]=2)[O:3]1.[CH3:21][C:22](OC(C)=O)=[O:23], predict the reaction product. The product is: [C:22]([O:19][CH2:18][C:15]1([C:12]2[CH:11]=[CH:10][C:9]([B:4]3[O:3][C:2]([CH3:20])([CH3:1])[C:6]([CH3:7])([CH3:8])[O:5]3)=[CH:14][CH:13]=2)[CH2:16][CH2:17]1)(=[O:23])[CH3:21].